This data is from Forward reaction prediction with 1.9M reactions from USPTO patents (1976-2016). The task is: Predict the product of the given reaction. (1) Given the reactants [BrH:1].C[O:3][C:4]1[N:9]=[CH:8][C:7]([C:10]2[C:19]3[C:14](=[CH:15][CH:16]=[CH:17][CH:18]=3)[C:13]3=[N:20][N:21]=[CH:22][N:12]3[N:11]=2)=[CH:6][CH:5]=1, predict the reaction product. The product is: [BrH:1].[N:20]1[N:21]=[CH:22][N:12]2[N:11]=[C:10]([C:7]3[CH:6]=[CH:5][C:4]([OH:3])=[N:9][CH:8]=3)[C:19]3[C:14](=[CH:15][CH:16]=[CH:17][CH:18]=3)[C:13]=12. (2) Given the reactants [Cl:1][C:2]1[CH:3]=[C:4]([CH2:9][CH2:10][CH2:11][C:12](=[O:14])[CH3:13])[CH:5]=[CH:6][C:7]=1[Cl:8].[C:15](OCC)(=[O:21])[C:16]([O:18][CH2:19][CH3:20])=[O:17].[O-]CC.[Na+], predict the reaction product. The product is: [Cl:1][C:2]1[CH:3]=[C:4]([CH2:9][CH2:10][CH2:11][C:12](=[O:14])[CH2:13][C:15](=[O:21])[C:16]([O:18][CH2:19][CH3:20])=[O:17])[CH:5]=[CH:6][C:7]=1[Cl:8]. (3) Given the reactants [I:1][C:2]1[CH:8]=[C:7]([N+:9]([O-:11])=[O:10])[CH:6]=[C:5]([I:12])[C:3]=1N.OS(O)(=O)=O.N([O-])=O.[Na+], predict the reaction product. The product is: [I:1][C:2]1[CH:8]=[C:7]([N+:9]([O-:11])=[O:10])[CH:6]=[C:5]([I:12])[CH:3]=1.